From a dataset of NCI-60 drug combinations with 297,098 pairs across 59 cell lines. Regression. Given two drug SMILES strings and cell line genomic features, predict the synergy score measuring deviation from expected non-interaction effect. (1) Drug 1: CC12CCC(CC1=CCC3C2CCC4(C3CC=C4C5=CN=CC=C5)C)O. Drug 2: C1=NC2=C(N=C(N=C2N1C3C(C(C(O3)CO)O)O)F)N. Cell line: PC-3. Synergy scores: CSS=14.3, Synergy_ZIP=-1.77, Synergy_Bliss=1.83, Synergy_Loewe=-0.141, Synergy_HSA=2.25. (2) Drug 1: C1=CC=C(C(=C1)C(C2=CC=C(C=C2)Cl)C(Cl)Cl)Cl. Drug 2: C1CC(=O)NC(=O)C1N2C(=O)C3=CC=CC=C3C2=O. Cell line: HS 578T. Synergy scores: CSS=3.73, Synergy_ZIP=1.60, Synergy_Bliss=5.00, Synergy_Loewe=3.91, Synergy_HSA=2.21. (3) Drug 1: CCCS(=O)(=O)NC1=C(C(=C(C=C1)F)C(=O)C2=CNC3=C2C=C(C=N3)C4=CC=C(C=C4)Cl)F. Drug 2: CNC(=O)C1=NC=CC(=C1)OC2=CC=C(C=C2)NC(=O)NC3=CC(=C(C=C3)Cl)C(F)(F)F. Cell line: SNB-75. Synergy scores: CSS=1.01, Synergy_ZIP=-2.25, Synergy_Bliss=-5.01, Synergy_Loewe=-12.2, Synergy_HSA=-7.67. (4) Drug 2: C1=NC(=NC(=O)N1C2C(C(C(O2)CO)O)O)N. Synergy scores: CSS=36.1, Synergy_ZIP=3.68, Synergy_Bliss=7.33, Synergy_Loewe=1.62, Synergy_HSA=6.76. Drug 1: C1=NC2=C(N1)C(=S)N=C(N2)N. Cell line: HT29. (5) Drug 1: CC12CCC3C(C1CCC2=O)CC(=C)C4=CC(=O)C=CC34C. Drug 2: C1=CC(=CC=C1C#N)C(C2=CC=C(C=C2)C#N)N3C=NC=N3. Cell line: SK-MEL-2. Synergy scores: CSS=33.8, Synergy_ZIP=-0.914, Synergy_Bliss=-6.76, Synergy_Loewe=-6.25, Synergy_HSA=-6.26. (6) Drug 1: CCC1=C2CN3C(=CC4=C(C3=O)COC(=O)C4(CC)O)C2=NC5=C1C=C(C=C5)O. Drug 2: CN1C2=C(C=C(C=C2)N(CCCl)CCCl)N=C1CCCC(=O)O.Cl. Cell line: SK-MEL-28. Synergy scores: CSS=12.3, Synergy_ZIP=-3.77, Synergy_Bliss=-0.876, Synergy_Loewe=-63.4, Synergy_HSA=-1.14.